Dataset: Forward reaction prediction with 1.9M reactions from USPTO patents (1976-2016). Task: Predict the product of the given reaction. (1) Given the reactants [F:1][C:2]1[CH:7]=[CH:6][C:5]([C:8]2[O:9][C:10]3[CH:20]=[C:19]([N:21]([CH3:26])[S:22]([CH3:25])(=[O:24])=[O:23])[C:18]([CH:27]4[CH2:31][NH:30][C@H:29]([C:32]([O:34][CH3:35])=[O:33])[CH2:28]4)=[CH:17][C:11]=3[C:12]=2[C:13](=[O:16])[NH:14][CH3:15])=[CH:4][CH:3]=1.[CH3:36]C(O[Na])=O.C=O.[BH-](OC(C)=O)(OC(C)=O)OC(C)=O.[Na+], predict the reaction product. The product is: [F:1][C:2]1[CH:7]=[CH:6][C:5]([C:8]2[O:9][C:10]3[CH:20]=[C:19]([N:21]([CH3:26])[S:22]([CH3:25])(=[O:23])=[O:24])[C:18]([CH:27]4[CH2:31][N:30]([CH3:36])[C@H:29]([C:32]([O:34][CH3:35])=[O:33])[CH2:28]4)=[CH:17][C:11]=3[C:12]=2[C:13](=[O:16])[NH:14][CH3:15])=[CH:4][CH:3]=1. (2) Given the reactants [O:1]1[C:5]([C:6]2[CH:11]=[CH:10][C:9]([NH:12][C:13]3[N:14]=[C:15]([N:23]([C:27]4[CH:32]=[CH:31][CH:30]=[CH:29][CH:28]=4)[CH2:24][CH2:25][OH:26])[C:16]4[CH2:22][NH:21][CH2:20][CH2:19][C:17]=4[N:18]=3)=[CH:8][CH:7]=2)=[CH:4][N:3]=[CH:2]1.Cl[C:34]([O:36][CH3:37])=[O:35], predict the reaction product. The product is: [OH:26][CH2:25][CH2:24][N:23]([C:27]1[CH:28]=[CH:29][CH:30]=[CH:31][CH:32]=1)[C:15]1[C:16]2[CH2:22][N:21]([C:34]([O:36][CH3:37])=[O:35])[CH2:20][CH2:19][C:17]=2[N:18]=[C:13]([NH:12][C:9]2[CH:10]=[CH:11][C:6]([C:5]3[O:1][CH:2]=[N:3][CH:4]=3)=[CH:7][CH:8]=2)[N:14]=1. (3) Given the reactants [C:1]([O:5][C:6](=[O:9])[CH2:7][NH2:8])([CH3:4])([CH3:3])[CH3:2].[CH3:10][C:11]([CH3:16])([CH3:15])[CH2:12][CH:13]=O, predict the reaction product. The product is: [C:1]([O:5][C:6](=[O:9])[CH2:7]/[N:8]=[CH:13]/[CH2:12][C:11]([CH3:16])([CH3:15])[CH3:10])([CH3:4])([CH3:3])[CH3:2]. (4) Given the reactants [CH2:1]([O:3][C:4](=[O:38])[CH:5]([C:21]1([S:34][CH2:35][CH2:36]O)[CH2:26][CH2:25][N:24]([CH2:27][C:28]2[CH:33]=[CH:32][CH:31]=[CH:30][CH:29]=2)[CH2:23][CH2:22]1)[NH:6][S:7]([C:10]1[CH:15]=[CH:14][C:13]([O:16][CH2:17][C:18]#[C:19][CH3:20])=[CH:12][CH:11]=1)(=[O:9])=[O:8])[CH3:2].C(P(CCCC)CCCC)CCC.N(C(N1CCCCC1)=O)=NC(N1CCCCC1)=O, predict the reaction product. The product is: [CH2:1]([O:3][C:4]([CH:5]1[C:21]2([CH2:26][CH2:25][N:24]([CH2:27][C:28]3[CH:33]=[CH:32][CH:31]=[CH:30][CH:29]=3)[CH2:23][CH2:22]2)[S:34][CH2:35][CH2:36][N:6]1[S:7]([C:10]1[CH:15]=[CH:14][C:13]([O:16][CH2:17][C:18]#[C:19][CH3:20])=[CH:12][CH:11]=1)(=[O:9])=[O:8])=[O:38])[CH3:2]. (5) The product is: [F:1][C:2]1[CH:3]=[C:4]([C:12]2[O:16][N:15]=[C:14]([C:17]3[CH:18]=[CH:19][C:20]([CH2:23][N:24]4[CH2:25][CH:26]([C:28]([OH:30])=[O:29])[CH2:27]4)=[N:21][CH:22]=3)[N:13]=2)[CH:5]=[CH:6][C:7]=1[CH2:8][CH:9]([CH3:10])[CH3:11]. Given the reactants [F:1][C:2]1[CH:3]=[C:4]([C:12]2[O:16][N:15]=[C:14]([C:17]3[CH:18]=[CH:19][C:20]([CH2:23][N:24]4[CH2:27][CH:26]([C:28]([O:30]C)=[O:29])[CH2:25]4)=[N:21][CH:22]=3)[N:13]=2)[CH:5]=[CH:6][C:7]=1[CH2:8][CH:9]([CH3:11])[CH3:10].[OH-].[Na+], predict the reaction product.